This data is from NCI-60 drug combinations with 297,098 pairs across 59 cell lines. The task is: Regression. Given two drug SMILES strings and cell line genomic features, predict the synergy score measuring deviation from expected non-interaction effect. (1) Drug 1: CC1C(C(CC(O1)OC2CC(CC3=C2C(=C4C(=C3O)C(=O)C5=C(C4=O)C(=CC=C5)OC)O)(C(=O)CO)O)N)O.Cl. Drug 2: C(CN)CNCCSP(=O)(O)O. Cell line: HCT116. Synergy scores: CSS=0.228, Synergy_ZIP=3.39, Synergy_Bliss=1.38, Synergy_Loewe=2.12, Synergy_HSA=-1.29. (2) Drug 1: C1CN1P(=S)(N2CC2)N3CC3. Drug 2: C1CNP(=O)(OC1)N(CCCl)CCCl. Cell line: SF-268. Synergy scores: CSS=7.86, Synergy_ZIP=-1.67, Synergy_Bliss=0.821, Synergy_Loewe=-6.69, Synergy_HSA=-3.23. (3) Drug 1: C1=NC2=C(N=C(N=C2N1C3C(C(C(O3)CO)O)O)F)N. Drug 2: CC(C)NC(=O)C1=CC=C(C=C1)CNNC.Cl. Cell line: SF-268. Synergy scores: CSS=-6.31, Synergy_ZIP=1.97, Synergy_Bliss=-1.89, Synergy_Loewe=-7.73, Synergy_HSA=-5.99. (4) Drug 1: CC1CCC2CC(C(=CC=CC=CC(CC(C(=O)C(C(C(=CC(C(=O)CC(OC(=O)C3CCCCN3C(=O)C(=O)C1(O2)O)C(C)CC4CCC(C(C4)OC)O)C)C)O)OC)C)C)C)OC. Drug 2: CC1=C(C(=CC=C1)Cl)NC(=O)C2=CN=C(S2)NC3=CC(=NC(=N3)C)N4CCN(CC4)CCO. Cell line: HOP-92. Synergy scores: CSS=-2.73, Synergy_ZIP=4.65, Synergy_Bliss=8.97, Synergy_Loewe=-0.370, Synergy_HSA=0.146. (5) Drug 1: CC(C1=C(C=CC(=C1Cl)F)Cl)OC2=C(N=CC(=C2)C3=CN(N=C3)C4CCNCC4)N. Drug 2: C1C(C(OC1N2C=NC3=C2NC=NCC3O)CO)O. Cell line: HS 578T. Synergy scores: CSS=10.1, Synergy_ZIP=4.77, Synergy_Bliss=9.98, Synergy_Loewe=5.18, Synergy_HSA=4.49. (6) Drug 1: C1=C(C(=O)NC(=O)N1)F. Drug 2: CN(CCCl)CCCl.Cl. Cell line: SK-OV-3. Synergy scores: CSS=23.7, Synergy_ZIP=5.86, Synergy_Bliss=5.12, Synergy_Loewe=3.63, Synergy_HSA=4.59. (7) Drug 1: CC1C(C(CC(O1)OC2CC(CC3=C2C(=C4C(=C3O)C(=O)C5=C(C4=O)C(=CC=C5)OC)O)(C(=O)C)O)N)O.Cl. Drug 2: N.N.Cl[Pt+2]Cl. Cell line: COLO 205. Synergy scores: CSS=11.8, Synergy_ZIP=-7.46, Synergy_Bliss=-5.27, Synergy_Loewe=-58.3, Synergy_HSA=-10.6. (8) Drug 1: CC(CN1CC(=O)NC(=O)C1)N2CC(=O)NC(=O)C2. Drug 2: CC12CCC3C(C1CCC2O)C(CC4=C3C=CC(=C4)O)CCCCCCCCCS(=O)CCCC(C(F)(F)F)(F)F. Cell line: NCI-H522. Synergy scores: CSS=13.0, Synergy_ZIP=-5.34, Synergy_Bliss=-2.41, Synergy_Loewe=-0.441, Synergy_HSA=-0.280. (9) Drug 1: CC1=C2C(C(=O)C3(C(CC4C(C3C(C(C2(C)C)(CC1OC(=O)C(C(C5=CC=CC=C5)NC(=O)C6=CC=CC=C6)O)O)OC(=O)C7=CC=CC=C7)(CO4)OC(=O)C)O)C)OC(=O)C. Drug 2: C(CN)CNCCSP(=O)(O)O. Cell line: MALME-3M. Synergy scores: CSS=26.1, Synergy_ZIP=1.62, Synergy_Bliss=-1.85, Synergy_Loewe=-83.1, Synergy_HSA=-3.98.